From a dataset of Full USPTO retrosynthesis dataset with 1.9M reactions from patents (1976-2016). Predict the reactants needed to synthesize the given product. Given the product [N+:5]([C:8]1[CH:9]=[CH:10][C:11]([CH:12]=[O:13])=[CH:15][CH:16]=1)([O-:7])=[O:6], predict the reactants needed to synthesize it. The reactants are: [Al+3].[Cl-].[Cl-].[Cl-].[N+:5]([C:8]1[CH:16]=[CH:15][C:11]([C:12](Cl)=[O:13])=[CH:10][CH:9]=1)([O-:7])=[O:6].CC1N=C(CC2C3C(C=CC=CC=3)=CC=2C)SC=1.